Dataset: Reaction yield outcomes from USPTO patents with 853,638 reactions. Task: Predict the reaction yield, written as a fraction of the theoretical maximum amount of product (1.0 means a 100% yield; for example, 0.34 means a 34% yield). (1) The reactants are C1(P(C2C=CC=CC=2)C2C=CC=CC=2)C=CC=CC=1.BrN1C(=O)CCC1=O.[CH:28]1([CH2:33][C@H:34]([C:38]2[CH:43]=[CH:42][C:41]([S:44]([CH3:47])(=[O:46])=[O:45])=[CH:40][CH:39]=2)[C:35]([OH:37])=O)[CH2:32][CH2:31][CH2:30][CH2:29]1.Cl.[NH2:49][C:50]1[S:51][C:52]([Cl:55])=[CH:53][N:54]=1.N1C=CC=CC=1.Cl. The catalyst is C(Cl)Cl.O.C(OCC)(=O)C. The product is [Cl:55][C:52]1[S:51][C:50]([NH:49][C:35](=[O:37])[C@@H:34]([C:38]2[CH:43]=[CH:42][C:41]([S:44]([CH3:47])(=[O:46])=[O:45])=[CH:40][CH:39]=2)[CH2:33][CH:28]2[CH2:29][CH2:30][CH2:31][CH2:32]2)=[N:54][CH:53]=1. The yield is 0.400. (2) The reactants are [N+:1]([O-:4])([O-])=[O:2].[K+].[Br:6][C:7]1[CH:16]=[CH:15][CH:14]=[C:13]2[C:8]=1[CH:9]=[CH:10][N:11]=[CH:12]2. The catalyst is S(=O)(=O)(O)O. The product is [Br:6][C:7]1[CH:16]=[CH:15][C:14]([N+:1]([O-:4])=[O:2])=[C:13]2[C:8]=1[CH:9]=[CH:10][N:11]=[CH:12]2. The yield is 0.820. (3) The reactants are [NH2:1][C:2]1[C:3]2[CH:13]=[C:12](Br)[CH:11]=[CH:10][C:4]=2[S:5][C:6]=1[C:7]([NH2:9])=[O:8].[C:15]1(B(O)O)[CH:20]=[CH:19][CH:18]=[CH:17][CH:16]=1.C(=O)([O-])[O-].[Na+].[Na+]. The catalyst is CN(C=O)C.CC#N.O. The product is [NH2:1][C:2]1[C:3]2[CH:13]=[C:12]([C:15]3[CH:20]=[CH:19][CH:18]=[CH:17][CH:16]=3)[CH:11]=[CH:10][C:4]=2[S:5][C:6]=1[C:7]([NH2:9])=[O:8]. The yield is 0.0800. (4) The reactants are [CH2:1]([C:3]1[N:13]([CH2:14][C:15]2[CH:16]=[C:17]([CH:35]=[CH:36][CH:37]=2)[C:18]([C:20]2[CH:34]=[CH:33][C:23]([CH2:24][O:25][Si](C(C)(C)C)(C)C)=[CH:22][CH:21]=2)=[O:19])[C:6]2=[N:7][C:8]([CH3:12])=[CH:9][C:10]([CH3:11])=[C:5]2[N:4]=1)[CH3:2].CCCC[N+](CCCC)(CCCC)CCCC.[F-].C1COCC1. The catalyst is C1COCC1.C(OCC)(=O)C. The product is [CH2:1]([C:3]1[N:13]([CH2:14][C:15]2[CH:16]=[C:17]([CH:35]=[CH:36][CH:37]=2)[C:18]([C:20]2[CH:21]=[CH:22][C:23]([CH2:24][OH:25])=[CH:33][CH:34]=2)=[O:19])[C:6]2=[N:7][C:8]([CH3:12])=[CH:9][C:10]([CH3:11])=[C:5]2[N:4]=1)[CH3:2]. The yield is 0.830. (5) The reactants are [Br:1][C:2]1[CH:7]=[CH:6][C:5]([CH2:8][C:9]([C:11]2[CH:16]=[CH:15][C:14]([S:17][CH3:18])=[CH:13][CH:12]=2)=[O:10])=[CH:4][CH:3]=1.[Br:19]Br.Br.C(O)(=O)C. The catalyst is C(O)(=O)C.CCOCC. The product is [Br:19][CH:8]([C:5]1[CH:6]=[CH:7][C:2]([Br:1])=[CH:3][CH:4]=1)[C:9]([C:11]1[CH:16]=[CH:15][C:14]([S:17][CH3:18])=[CH:13][CH:12]=1)=[O:10]. The yield is 0.730.